From a dataset of Retrosynthesis with 50K atom-mapped reactions and 10 reaction types from USPTO. Predict the reactants needed to synthesize the given product. (1) Given the product CC(C)[C@@H](CO)N(C)C(=O)c1ccc(Cl)cc1, predict the reactants needed to synthesize it. The reactants are: CC(C)[C@@H](COC(=O)c1ccc(Cl)cc1)N(C)C(=O)c1ccc(Cl)cc1. (2) Given the product COc1cc(C)c2[nH]c(=O)c3sccc3c2c1-c1ccc(N(C)CCN)cc1, predict the reactants needed to synthesize it. The reactants are: COc1cc(C)c2[nH]c(=O)c3sccc3c2c1-c1ccc(N(C)CCNC(=O)OC(C)(C)C)cc1.